Dataset: Peptide-MHC class I binding affinity with 185,985 pairs from IEDB/IMGT. Task: Regression. Given a peptide amino acid sequence and an MHC pseudo amino acid sequence, predict their binding affinity value. This is MHC class I binding data. (1) The peptide sequence is VMPPRTLLL. The MHC is HLA-B15:42 with pseudo-sequence HLA-B15:42. The binding affinity (normalized) is 0.213. (2) The peptide sequence is RYLALYNKY. The MHC is HLA-A30:02 with pseudo-sequence HLA-A30:02. The binding affinity (normalized) is 0.190.